Dataset: Reaction yield outcomes from USPTO patents with 853,638 reactions. Task: Predict the reaction yield, written as a fraction of the theoretical maximum amount of product (1.0 means a 100% yield; for example, 0.34 means a 34% yield). (1) The reactants are [H-].[Na+].[C:3]1([OH:9])[CH:8]=[CH:7][CH:6]=[CH:5][CH:4]=1.[C:10]1([NH:16][S:17]([C:20]2[N:24]3[N:25]=[C:26](Cl)[CH:27]=[CH:28][C:23]3=[N:22][CH:21]=2)(=[O:19])=[O:18])[CH:15]=[CH:14][CH:13]=[CH:12][CH:11]=1. The catalyst is O1CCOCC1. The product is [C:10]1([NH:16][S:17]([C:20]2[N:24]3[N:25]=[C:26]([O:9][C:3]4[CH:8]=[CH:7][CH:6]=[CH:5][CH:4]=4)[CH:27]=[CH:28][C:23]3=[N:22][CH:21]=2)(=[O:18])=[O:19])[CH:11]=[CH:12][CH:13]=[CH:14][CH:15]=1. The yield is 0.330. (2) The reactants are [CH3:1][O:2][C:3]1[CH:4]=[C:5]([C:11]2[CH:15]=[C:14]([CH2:16][CH2:17][CH:18]=O)[O:13][N:12]=2)[CH:6]=[CH:7][C:8]=1[O:9][CH3:10].[CH3:20][O:21][C:22]1[CH:27]=[CH:26][CH:25]=[CH:24][C:23]=1[N:28]1[CH2:33][CH2:32][NH:31][CH2:30][CH2:29]1.[BH-](OC(C)=O)(OC(C)=O)OC(C)=O.[Na+]. The catalyst is C(Cl)Cl. The product is [CH3:10][O:9][C:8]1[CH:7]=[CH:6][C:5]([C:11]2[CH:15]=[C:14]([CH2:16][CH2:17][CH2:18][N:31]3[CH2:30][CH2:29][N:28]([C:23]4[CH:24]=[CH:25][CH:26]=[CH:27][C:22]=4[O:21][CH3:20])[CH2:33][CH2:32]3)[O:13][N:12]=2)=[CH:4][C:3]=1[O:2][CH3:1]. The yield is 1.00. (3) The reactants are [CH:1]1([CH2:4][O:5][C:6]2[C:11]([F:12])=[CH:10][CH:9]=[CH:8][C:7]=2[C@:13]([C@@H:21]2[CH2:26][CH2:25][CH2:24][N:23](C(OC(C)(C)C)=O)[CH2:22]2)([OH:20])[CH2:14][CH2:15][CH2:16][CH2:17][O:18][CH3:19])[CH2:3][CH2:2]1.C([O-])(O)=O.[Na+]. The catalyst is C(O)(C(F)(F)F)=O.C(Cl)Cl. The product is [CH:1]1([CH2:4][O:5][C:6]2[C:11]([F:12])=[CH:10][CH:9]=[CH:8][C:7]=2[C@:13]([C@@H:21]2[CH2:26][CH2:25][CH2:24][NH:23][CH2:22]2)([OH:20])[CH2:14][CH2:15][CH2:16][CH2:17][O:18][CH3:19])[CH2:3][CH2:2]1. The yield is 0.420. (4) The reactants are [C:1]([C:3]1[CH:4]=[C:5]([CH:9]=[CH:10][CH:11]=1)[C:6](Cl)=[O:7])#[N:2].[NH2:12][C:13]1[CH:14]=[C:15]([CH:31]=[CH:32][CH:33]=1)[CH2:16][O:17][C:18]1[CH:23]=[CH:22][C:21]([C:24](=[O:26])[CH3:25])=[C:20]([OH:27])[C:19]=1[CH2:28][CH2:29][CH3:30].C(N(CC)CC)C. The catalyst is ClCCl. The product is [C:24]([C:21]1[CH:22]=[CH:23][C:18]([O:17][CH2:16][C:15]2[CH:14]=[C:13]([NH:12][C:6](=[O:7])[C:5]3[CH:9]=[CH:10][CH:11]=[C:3]([C:1]#[N:2])[CH:4]=3)[CH:33]=[CH:32][CH:31]=2)=[C:19]([CH2:28][CH2:29][CH3:30])[C:20]=1[OH:27])(=[O:26])[CH3:25]. The yield is 0.930. (5) The reactants are [F:1][C:2]1[CH:7]=[CH:6][C:5]([N:8]2[C:16]3[C:11](=[CH:12][C:13]([CH:17](O)[C:18]4[CH:26]=[CH:25][C:21]([C:22]([OH:24])=[O:23])=[CH:20][CH:19]=4)=[CH:14][CH:15]=3)[CH:10]=[N:9]2)=[CH:4][CH:3]=1.[CH2:28]([O:35]/[C:36](/[O:39][Si](C)(C)C)=[CH:37]/[CH3:38])[C:29]1[CH:34]=[CH:33][CH:32]=[CH:31][CH:30]=1. The catalyst is C(Cl)Cl.Cl[Ti](Cl)(Cl)Cl. The product is [CH2:28]([O:35][C:36](=[O:39])[CH:37]([CH3:38])[CH:17]([C:18]1[CH:26]=[CH:25][C:21]([C:22]([OH:24])=[O:23])=[CH:20][CH:19]=1)[C:13]1[CH:12]=[C:11]2[C:16](=[CH:15][CH:14]=1)[N:8]([C:5]1[CH:6]=[CH:7][C:2]([F:1])=[CH:3][CH:4]=1)[N:9]=[CH:10]2)[C:29]1[CH:34]=[CH:33][CH:32]=[CH:31][CH:30]=1. The yield is 0.550. (6) The reactants are [CH3:1][C:2]1[CH:11]=[CH:10][C:9]2[C:4](=[C:5]([NH2:12])[CH:6]=[CH:7][CH:8]=2)[N:3]=1.[N+:13]([C:16]1[CH:21]=[CH:20][CH:19]=[CH:18][C:17]=1[S:22](Cl)(=[O:24])=[O:23])([O-:15])=[O:14]. No catalyst specified. The product is [CH3:1][C:2]1[CH:11]=[CH:10][C:9]2[C:4](=[C:5]([NH:12][S:22]([C:17]3[CH:18]=[CH:19][CH:20]=[CH:21][C:16]=3[N+:13]([O-:15])=[O:14])(=[O:23])=[O:24])[CH:6]=[CH:7][CH:8]=2)[N:3]=1. The yield is 0.470. (7) The reactants are [Cl:1][CH2:2][C@@H:3]([OH:19])[CH2:4][NH:5][C:6]1[CH:11]=[CH:10][C:9]([N:12]2[CH2:17][CH2:16][O:15][CH2:14][C:13]2=[O:18])=[CH:8][CH:7]=1.C1N=CN([C:25](N2C=NC=C2)=[O:26])C=1.C(O)C. The catalyst is C1(C)C=CC=CC=1.CN1CCCC1=O. The product is [Cl:1][CH2:2][C@H:3]1[O:19][C:25](=[O:26])[N:5]([C:6]2[CH:7]=[CH:8][C:9]([N:12]3[CH2:17][CH2:16][O:15][CH2:14][C:13]3=[O:18])=[CH:10][CH:11]=2)[CH2:4]1. The yield is 0.740. (8) The reactants are [CH:1]([O:4][C:5]1[N:10]=[C:9]([C:11]2[C:19]3[C:14](=[CH:15][CH:16]=[C:17]([C:20]4[S:21][C:22](S(C)(=O)=O)=[N:23][N:24]=4)[CH:18]=3)[N:13]([S:29]([C:32]3[CH:38]=[CH:37][C:35]([CH3:36])=[CH:34][CH:33]=3)(=[O:31])=[O:30])[CH:12]=2)[CH:8]=[CH:7][CH:6]=1)([CH3:3])[CH3:2].[C:39]([O:43][C:44]([NH:46][C@@H:47]1[CH2:51][CH2:50][NH:49][CH2:48]1)=[O:45])([CH3:42])([CH3:41])[CH3:40]. The catalyst is O1CCOCC1. The product is [CH:1]([O:4][C:5]1[N:10]=[C:9]([C:11]2[C:19]3[C:14](=[CH:15][CH:16]=[C:17]([C:20]4[S:21][C:22]([N:49]5[CH2:50][CH2:51][C@@H:47]([NH:46][C:44](=[O:45])[O:43][C:39]([CH3:41])([CH3:40])[CH3:42])[CH2:48]5)=[N:23][N:24]=4)[CH:18]=3)[N:13]([S:29]([C:32]3[CH:38]=[CH:37][C:35]([CH3:36])=[CH:34][CH:33]=3)(=[O:30])=[O:31])[CH:12]=2)[CH:8]=[CH:7][CH:6]=1)([CH3:3])[CH3:2]. The yield is 0.750.